Dataset: Forward reaction prediction with 1.9M reactions from USPTO patents (1976-2016). Task: Predict the product of the given reaction. (1) Given the reactants O1CCCCC1[O:7][CH2:8][C:9]1[CH:13]=[C:12]([C:14]2[CH:19]=[C:18]([C:20]([F:23])([F:22])[F:21])[CH:17]=[C:16]([C:24]([F:27])([F:26])[F:25])[CH:15]=2)[O:11][N:10]=1.C(O)(C(F)(F)F)=O, predict the reaction product. The product is: [F:27][C:24]([F:25])([F:26])[C:16]1[CH:15]=[C:14]([C:12]2[O:11][N:10]=[C:9]([CH2:8][OH:7])[CH:13]=2)[CH:19]=[C:18]([C:20]([F:21])([F:22])[F:23])[CH:17]=1. (2) Given the reactants [Cl:1][C:2]1[CH:7]=[C:6]([Cl:8])[CH:5]=[CH:4][C:3]=1[CH:9]([C:20]1[C:28]2[C:23](=[C:24]([CH2:30][S:31][CH3:32])[CH:25]=[C:26]([F:29])[CH:27]=2)[NH:22][CH:21]=1)[CH:10]1C(=O)O[C:13](C)([CH3:17])[O:12][C:11]1=[O:19], predict the reaction product. The product is: [Cl:1][C:2]1[CH:7]=[C:6]([Cl:8])[CH:5]=[CH:4][C:3]=1[CH:9]([C:20]1[C:28]2[C:23](=[C:24]([CH2:30][S:31][CH3:32])[CH:25]=[C:26]([F:29])[CH:27]=2)[NH:22][CH:21]=1)[CH2:10][C:11]([O:12][CH2:13][CH3:17])=[O:19]. (3) The product is: [CH2:22]([N:9]1[C:10]2[C:2]([Cl:1])=[CH:3][CH:4]=[C:5]3[CH2:14][CH2:13][N:12]([C:15]([O:17][C:18]([CH3:21])([CH3:20])[CH3:19])=[O:16])[CH2:11][C@H:7]([C:6]=23)[CH2:8]1)[C:23]1[CH:28]=[CH:27][CH:26]=[CH:25][CH:24]=1. Given the reactants [Cl:1][C:2]1[C:10]2[NH:9][CH2:8][C@@H:7]3[CH2:11][N:12]([C:15]([O:17][C:18]([CH3:21])([CH3:20])[CH3:19])=[O:16])[CH2:13][CH2:14][C:5]([C:6]=23)=[CH:4][CH:3]=1.[CH2:22](Br)[C:23]1[CH:28]=[CH:27][CH:26]=[CH:25][CH:24]=1.CN(C=O)C.[H-].[Na+], predict the reaction product.